The task is: Predict the product of the given reaction.. This data is from Forward reaction prediction with 1.9M reactions from USPTO patents (1976-2016). (1) Given the reactants [F:1][C:2]1[CH:7]=[CH:6][C:5]([C:8]2[O:9][C:10]3[CH:20]=[CH:19][C:18]([C:21]4[CH:22]=[C:23]([CH:27]=[CH:28][C:29]=4[CH3:30])[C:24]([OH:26])=O)=[CH:17][C:11]=3[C:12]=2[C:13](=[O:16])[NH:14][CH3:15])=[CH:4][CH:3]=1.[CH3:31][C:32]1[CH:33]=[N:34][C:35]([C:38]2([NH2:41])[CH2:40][CH2:39]2)=[N:36][CH:37]=1.C(N(CC)CC)C, predict the reaction product. The product is: [F:1][C:2]1[CH:3]=[CH:4][C:5]([C:8]2[O:9][C:10]3[CH:20]=[CH:19][C:18]([C:21]4[CH:22]=[C:23]([C:24](=[O:26])[NH:41][C:38]5([C:35]6[N:34]=[CH:33][C:32]([CH3:31])=[CH:37][N:36]=6)[CH2:39][CH2:40]5)[CH:27]=[CH:28][C:29]=4[CH3:30])=[CH:17][C:11]=3[C:12]=2[C:13]([NH:14][CH3:15])=[O:16])=[CH:6][CH:7]=1. (2) Given the reactants [C:1]([N:6]1[C@H:11]([C:12]2[CH:17]=[CH:16][C:15]([F:18])=[C:14]([F:19])[CH:13]=2)[CH2:10][CH2:9][CH2:8][C@@H:7]1/[CH:20]=C/C(OC)=O)(=[O:5])[CH2:2][CH:3]=C.C(N1[C@H](C2C=CC(F)=C(F)C=2)CCC[C@@H]1/C=C\C(OC)=O)(=O)CC=C.C(N(CC)CC)C, predict the reaction product. The product is: [F:19][C:14]1[CH:13]=[C:12]([C@@H:11]2[CH2:10][CH2:9][CH2:8][C@H:7]3[N:6]2[C:1](=[O:5])[CH2:2][CH:3]=[CH:20]3)[CH:17]=[CH:16][C:15]=1[F:18]. (3) The product is: [CH3:13][O:12][C:9]1[CH:10]=[CH:11][C:2]([C:23](=[O:26])[CH2:24][CH3:25])=[C:3]2[C:8]=1[N:7]=[C:6]([C:14]([F:17])([F:16])[F:15])[CH:5]=[CH:4]2. Given the reactants Br[C:2]1[CH:11]=[CH:10][C:9]([O:12][CH3:13])=[C:8]2[C:3]=1[CH:4]=[CH:5][C:6]([C:14]([F:17])([F:16])[F:15])=[N:7]2.C([Li])CCC.[C:23](O[C:23](=[O:26])[CH2:24][CH3:25])(=[O:26])[CH2:24][CH3:25].[Cl-].[NH4+], predict the reaction product. (4) The product is: [Cl:1][C:2]1[C:3]([N+:10]([O-:12])=[O:11])=[CH:4][C:5]([CH3:9])=[C:6]([CH:8]=1)[C:19]#[N:20]. Given the reactants [Cl:1][C:2]1[C:3]([N+:10]([O-:12])=[O:11])=[CH:4][C:5]([CH3:9])=[C:6]([CH:8]=1)N.Cl.N([O-])=O.[Na+].[Cu](C#N)[C:19]#[N:20].[C-]#N.[Na+], predict the reaction product. (5) Given the reactants FC(F)(F)C(O)=O.C([O:12][CH2:13][CH:14]([C:25]1[N:34]([C:35]2[CH:40]=[CH:39][CH:38]=[CH:37][CH:36]=2)[C:33](=[O:41])[C:32]2[C:27](=[CH:28][CH:29]=[CH:30][CH:31]=2)[N:26]=1)[NH:15][C:16]1[N:24]=[CH:23][N:22]=[C:21]2[C:17]=1[N:18]=[CH:19][NH:20]2)(C)(C)C, predict the reaction product. The product is: [OH:12][CH2:13][CH:14]([C:25]1[N:34]([C:35]2[CH:40]=[CH:39][CH:38]=[CH:37][CH:36]=2)[C:33](=[O:41])[C:32]2[C:27](=[CH:28][CH:29]=[CH:30][CH:31]=2)[N:26]=1)[NH:15][C:16]1[N:24]=[CH:23][N:22]=[C:21]2[C:17]=1[N:18]=[CH:19][NH:20]2.